Task: Predict the reaction yield, written as a fraction of the theoretical maximum amount of product (1.0 means a 100% yield; for example, 0.34 means a 34% yield).. Dataset: Reaction yield outcomes from USPTO patents with 853,638 reactions (1) The reactants are [CH3:1][N:2]([CH3:20])[C:3]([C:5]1[N:14]([CH:15]2[CH2:19][CH2:18][CH2:17][CH2:16]2)[C:8]2[N:9]=[C:10](Cl)[N:11]=[CH:12][C:7]=2[CH:6]=1)=[O:4].C(OC([N:28]1[CH2:33][CH2:32][CH:31]([C:34]2[CH:35]=[N:36][C:37]([NH2:40])=[CH:38][CH:39]=2)[CH2:30][CH2:29]1)=O)(C)(C)C. No catalyst specified. The product is [CH3:1][N:2]([CH3:20])[C:3]([C:5]1[N:14]([CH:15]2[CH2:19][CH2:18][CH2:17][CH2:16]2)[C:8]2[N:9]=[C:10]([NH:40][C:37]3[N:36]=[CH:35][C:34]([CH:31]4[CH2:32][CH2:33][NH:28][CH2:29][CH2:30]4)=[CH:39][CH:38]=3)[N:11]=[CH:12][C:7]=2[CH:6]=1)=[O:4]. The yield is 0.480. (2) The reactants are Br[CH:2]1[C:10]2([CH2:15][CH2:14][N:13]([C:16]([O:18][CH2:19][C:20]3[CH:25]=[CH:24][CH:23]=[CH:22][CH:21]=3)=[O:17])[CH2:12][CH2:11]2)[CH2:9][C:8]2[CH:7]=[N:6][N:5]([C:26]([CH3:29])([CH3:28])[CH3:27])[C:4]=2[C:3]1=[O:30].[Cl-].[NH4+]. The catalyst is O1CCCC1.[Zn]. The product is [C:26]([N:5]1[C:4]2[C:3](=[O:30])[CH2:2][C:10]3([CH2:11][CH2:12][N:13]([C:16]([O:18][CH2:19][C:20]4[CH:21]=[CH:22][CH:23]=[CH:24][CH:25]=4)=[O:17])[CH2:14][CH2:15]3)[CH2:9][C:8]=2[CH:7]=[N:6]1)([CH3:29])([CH3:27])[CH3:28]. The yield is 0.960.